Dataset: Forward reaction prediction with 1.9M reactions from USPTO patents (1976-2016). Task: Predict the product of the given reaction. The product is: [Cl:19][C:11]1[N:10]([CH3:13])[N:9]=[C:8]([N:3]2[C:2]([CH3:1])=[CH:6][CH:5]=[C:4]2[CH3:7])[CH:12]=1. Given the reactants [CH3:1][C:2]1[N:3]([C:8]2[CH:12]=[CH:11][N:10]([CH3:13])[N:9]=2)[C:4]([CH3:7])=[CH:5][CH:6]=1.C([Li])CCC.[Cl:19]C(Cl)(Cl)C(Cl)(Cl)Cl, predict the reaction product.